From a dataset of Experimentally validated miRNA-target interactions with 360,000+ pairs, plus equal number of negative samples. Binary Classification. Given a miRNA mature sequence and a target amino acid sequence, predict their likelihood of interaction. (1) The miRNA is hsa-miR-614 with sequence GAACGCCUGUUCUUGCCAGGUGG. The protein sequence of the target gene is MSPKRIAKRRSPPADAIPKSKKVKVSHRSHSTEPGLVLTLGQGDVGQLGLGENVMERKKPALVSIPEDVVQAEAGGMHTVCLSKSGQVYSFGCNDEGALGRDTSVEGSEMVPGKVELQEKVVQVSAGDSHTAALTDDGRVFLWGSFRDNNGVIGLLEPMKKSMVPVQVQLDVPVVKVASGNDHLVMLTADGDLYTLGCGEQGQLGRVPELFANRGGRQGLERLLVPKCVMLKSRGSRGHVRFQDAFCGAYFTFAISHEGHVYGFGLSNYHQLGTPGTESCFIPQNLTSFKNSTKSWVGFS.... Result: 0 (no interaction). (2) The miRNA is mmu-miR-1a-3p with sequence UGGAAUGUAAAGAAGUAUGUAU. The protein sequence of the target gene is MVGFKATDVPPTATVKFLGAGTAACIADLITFPLDTAKVRLQIQGESQGLVRTAASAQYRGVLGTILTMVRTEGPRSLYNGLVAGLQRQMSFASVRIGLYDSVKQFYTKGSEHAGIGSRLLAGSTTGALAVAVAQPTDVVKVRFQAQARAGGGRRYQSTVEAYKTIAREEGIRGLWKGTSPNVARNAIVNCAELVTYDLIKDTLLKANLMTDDLPCHFTSAFGAGFCTTVIASPVDVVKTRYMNSALGQYHSAGHCALTMLRKEGPRAFYKGFMPSFLRLGSWNVVMFVTYEQLKRALMA.... Result: 1 (interaction).